From a dataset of Reaction yield outcomes from USPTO patents with 853,638 reactions. Predict the reaction yield, written as a fraction of the theoretical maximum amount of product (1.0 means a 100% yield; for example, 0.34 means a 34% yield). (1) The reactants are [CH2:1]([N:3]([CH2:20][CH3:21])[CH2:4][C:5]([C:14]1[CH:19]=[CH:18][CH:17]=[CH:16][CH:15]=1)([C:8]1[CH:13]=[CH:12][CH:11]=[CH:10][CH:9]=1)[C:6]#[N:7])[CH3:2].[H-].[Al+3].[Li+].[H-].[H-].[H-]. The catalyst is C(OCC)C. The product is [CH2:20]([N:3]([CH2:1][CH3:2])[CH2:4][C:5]([C:14]1[CH:19]=[CH:18][CH:17]=[CH:16][CH:15]=1)([C:8]1[CH:9]=[CH:10][CH:11]=[CH:12][CH:13]=1)[CH2:6][NH2:7])[CH3:21]. The yield is 0.800. (2) The reactants are [S:1](Cl)([C:4]1[CH:10]=[CH:9][C:7]([Br:8])=[CH:6][CH:5]=1)(=[O:3])=[O:2].[OH:12][C@@H:13]1[CH2:17][N:16]([C:18]([O:20][C:21]([CH3:24])([CH3:23])[CH3:22])=[O:19])[C@H:15]([C:25]([O:27][CH3:28])=[O:26])[CH2:14]1.C1N2CCN(CC2)C1. The catalyst is C1(C)C=CC=CC=1. The product is [Br:8][C:7]1[CH:9]=[CH:10][C:4]([S:1]([O:12][C@@H:13]2[CH2:17][N:16]([C:18]([O:20][C:21]([CH3:22])([CH3:23])[CH3:24])=[O:19])[C@H:15]([C:25]([O:27][CH3:28])=[O:26])[CH2:14]2)(=[O:3])=[O:2])=[CH:5][CH:6]=1. The yield is 0.980.